From a dataset of Full USPTO retrosynthesis dataset with 1.9M reactions from patents (1976-2016). Predict the reactants needed to synthesize the given product. (1) Given the product [NH2:29][C:27]1[N:26]([CH3:25])[C:30](=[O:33])[C:14]([C:6]2[CH:7]=[CH:8][C:9]([O:10][CH:11]([F:12])[F:13])=[C:4]([CH2:3][CH2:2][Cl:1])[CH:5]=2)([C:15]2[CH:17]=[CH:22][CH:21]=[CH:20][CH:19]=2)[N:28]=1, predict the reactants needed to synthesize it. The reactants are: [Cl:1][CH2:2][CH2:3][C:4]1[CH:5]=[C:6]([C:14](=O)[C:15]([C:17]2[CH:22]=[CH:21][CH:20]=[CH:19]C=2)=O)[CH:7]=[CH:8][C:9]=1[O:10][CH:11]([F:13])[F:12].Cl.[CH3:25][NH:26][C:27]([NH2:29])=[NH:28].[C:30]([O-:33])([O-])=O.[Na+].[Na+]. (2) Given the product [CH3:1][N:2]1[CH:6]=[CH:5][C:4]([NH:7][C:8]([C:10]2[C:15]([NH:18][C:19]3[CH:24]=[N:23][CH:22]=[C:21]([CH3:25])[N:20]=3)=[CH:14][CH:13]=[C:12]([CH3:17])[N:11]=2)=[O:9])=[N:3]1, predict the reactants needed to synthesize it. The reactants are: [CH3:1][N:2]1[CH:6]=[CH:5][C:4]([NH:7][C:8]([C:10]2[C:15](Br)=[CH:14][CH:13]=[C:12]([CH3:17])[N:11]=2)=[O:9])=[N:3]1.[NH2:18][C:19]1[CH:24]=[N:23][CH:22]=[C:21]([CH3:25])[N:20]=1. (3) Given the product [CH3:23][C@@H:11]1[CH2:10][N:9]([CH2:8][C:5]2[CH:6]=[CH:7][C:2]([NH:1][CH3:26])=[CH:3][CH:4]=2)[CH2:14][C@H:13]([CH3:15])[N:12]1[C:16]([O:18][C:19]([CH3:21])([CH3:20])[CH3:22])=[O:17], predict the reactants needed to synthesize it. The reactants are: [NH2:1][C:2]1[CH:7]=[CH:6][C:5]([CH2:8][N:9]2[CH2:14][C@H:13]([CH3:15])[N:12]([C:16]([O:18][C:19]([CH3:22])([CH3:21])[CH3:20])=[O:17])[C@H:11]([CH3:23])[CH2:10]2)=[CH:4][CH:3]=1.[BH4-].[Na+].[CH2:26]=O.C[O-].[Na+]. (4) Given the product [N:1]1[CH:6]=[CH:5][C:4]([CH2:7][NH:8][CH2:12][C:11]2[CH:14]=[C:15]([OH:18])[CH:16]=[CH:17][C:10]=2[OH:9])=[CH:3][CH:2]=1, predict the reactants needed to synthesize it. The reactants are: [N:1]1[CH:6]=[CH:5][C:4]([CH2:7][NH2:8])=[CH:3][CH:2]=1.[OH:9][C:10]1[CH:17]=[CH:16][C:15]([OH:18])=[CH:14][C:11]=1[CH:12]=O.[BH3-]C#N.[Na+]. (5) Given the product [I:26][C:24]1[CH:23]=[N:22][N:21]([CH2:20][CH:16]2[O:15][C:1](=[O:2])[NH:19][C:17]2=[O:18])[CH:25]=1, predict the reactants needed to synthesize it. The reactants are: [C:1](N1C=CN=C1)(N1C=CN=C1)=[O:2].[H-].[Na+].[OH:15][CH:16]([CH2:20][N:21]1[CH:25]=[C:24]([I:26])[CH:23]=[N:22]1)[C:17]([NH2:19])=[O:18]. (6) The reactants are: [Br:1][C:2]1[C:3]([C:14](=[S:16])[NH2:15])=[CH:4][C:5]([NH:8][C:9]([NH:11][CH2:12][CH3:13])=[O:10])=[N:6][CH:7]=1.Cl[CH:18]([C:24](=O)[C:25]([F:28])([F:27])[F:26])[C:19]([O:21][CH2:22][CH3:23])=[O:20].C(N(CC)CC)C.CS(Cl)(=O)=O. Given the product [Br:1][C:2]1[C:3]([C:14]2[S:16][C:18]([C:19]([O:21][CH2:22][CH3:23])=[O:20])=[C:24]([C:25]([F:26])([F:28])[F:27])[N:15]=2)=[CH:4][C:5]([NH:8][C:9]([NH:11][CH2:12][CH3:13])=[O:10])=[N:6][CH:7]=1, predict the reactants needed to synthesize it. (7) Given the product [Br:1][C:2]1[CH:7]=[CH:6][C:5]([NH:8][C:9]2[C:10]([C:18]([NH:39][NH2:40])=[O:19])=[CH:11][N:12]([CH3:17])[C:13](=[O:16])[C:14]=2[F:15])=[C:4]([F:21])[CH:3]=1, predict the reactants needed to synthesize it. The reactants are: [Br:1][C:2]1[CH:7]=[CH:6][C:5]([NH:8][C:9]2[C:10]([C:18](O)=[O:19])=[CH:11][N:12]([CH3:17])[C:13](=[O:16])[C:14]=2[F:15])=[C:4]([F:21])[CH:3]=1.CCN=C=NCCCN(C)C.C1C=CC2N(O)[N:40]=[N:39]C=2C=1.NN.CCN(CC)CC.